Predict the reaction yield, written as a fraction of the theoretical maximum amount of product (1.0 means a 100% yield; for example, 0.34 means a 34% yield). From a dataset of Reaction yield outcomes from USPTO patents with 853,638 reactions. (1) The reactants are [N+:1]([C:4]1[CH:8]=[CH:7][NH:6][N:5]=1)([O-:3])=[O:2].Cl[C:10]1[C:15]([Cl:16])=[CH:14][CH:13]=[CH:12][N:11]=1.C(=O)([O-])[O-].[K+].[K+].O. The catalyst is CN(C)C=O. The product is [Cl:16][C:15]1[C:10]([N:6]2[CH:7]=[CH:8][C:4]([N+:1]([O-:3])=[O:2])=[N:5]2)=[N:11][CH:12]=[CH:13][CH:14]=1. The yield is 0.900. (2) The reactants are [CH3:1][N:2]([C:4]1[NH:8][N:7]=[N:6][N:5]=1)[NH2:3].[CH3:9][C:10]([CH3:12])=O. No catalyst specified. The product is [CH3:1][N:2]([C:4]1[NH:8][N:7]=[N:6][N:5]=1)[N:3]=[C:10]([CH3:12])[CH3:9]. The yield is 1.00. (3) The reactants are [N:1]12[CH2:9][CH:5]([CH2:6][CH2:7][CH2:8]1)[CH:4]([OH:10])[CH2:3][CH2:2]2.[C:11](OC(=O)C)(=[O:13])[CH3:12]. No catalyst specified. The product is [N:1]12[CH2:9][CH:5]([CH2:6][CH2:7][CH2:8]1)[CH:4]([O:10][C:11](=[O:13])[CH3:12])[CH2:3][CH2:2]2. The yield is 0.870. (4) The reactants are [CH3:1][C:2]1[CH:7]=[CH:6][C:5]([C:8]2[CH:13]=[C:12]([N+:14]([O-:16])=[O:15])[CH:11]=[C:10]([C:17]([OH:19])=[O:18])[CH:9]=2)=[CH:4][CH:3]=1.O=S(Cl)Cl.[CH3:24]O. No catalyst specified. The product is [CH3:24][O:18][C:17]([C:10]1[CH:9]=[C:8]([C:5]2[CH:6]=[CH:7][C:2]([CH3:1])=[CH:3][CH:4]=2)[CH:13]=[C:12]([N+:14]([O-:16])=[O:15])[CH:11]=1)=[O:19]. The yield is 0.920. (5) The reactants are [CH3:1][C:2]([CH3:9])([CH3:8])[C:3](=O)[CH2:4][C:5]#[N:6].[C:10]([CH2:12][CH2:13][NH:14][NH2:15])#[N:11]. The catalyst is CCO. The product is [NH2:6][C:5]1[N:14]([CH2:13][CH2:12][C:10]#[N:11])[N:15]=[C:3]([C:2]([CH3:9])([CH3:8])[CH3:1])[CH:4]=1. The yield is 0.300. (6) The yield is 0.140. The reactants are [F:1][C:2]1[CH:3]=[CH:4][C:5]([NH:8][NH:9][C:10]([N:12]([CH3:14])[CH3:13])=O)=[N:6][CH:7]=1.C1C=CC(P(C2C=CC=CC=2)C2C=CC=CC=2)=CC=1.CCN(CC)CC.ClC(Cl)(Cl)C(Cl)(Cl)Cl. The product is [F:1][C:2]1[CH:3]=[CH:4][C:5]2[N:6]([C:10]([N:12]([CH3:14])[CH3:13])=[N:9][N:8]=2)[CH:7]=1. The catalyst is C1COCC1.CCOC(C)=O. (7) The catalyst is CO. The yield is 0.970. The product is [Cl:3][C:4]1[CH:26]=[C:25]([C:27]([NH:29][CH2:30][C:31]2[CH:39]=[CH:38][CH:37]=[C:36]3[C:32]=2[CH:33]=[N:34][N:35]3[CH:40]2[CH2:45][CH2:44][CH2:43][CH2:42][O:41]2)=[O:28])[CH:24]=[CH:23][C:5]=1[C:6]([NH:8][C@H:9]([C:19]([OH:21])=[O:20])[CH2:10][NH:11][C:12]([C:14]1[S:15][CH:16]=[CH:17][CH:18]=1)=[O:13])=[O:7]. The reactants are [OH-].[Na+].[Cl:3][C:4]1[CH:26]=[C:25]([C:27]([NH:29][CH2:30][C:31]2[CH:39]=[CH:38][CH:37]=[C:36]3[C:32]=2[CH:33]=[N:34][N:35]3[CH:40]2[CH2:45][CH2:44][CH2:43][CH2:42][O:41]2)=[O:28])[CH:24]=[CH:23][C:5]=1[C:6]([NH:8][C@H:9]([C:19]([O:21]C)=[O:20])[CH2:10][NH:11][C:12]([C:14]1[S:15][CH:16]=[CH:17][CH:18]=1)=[O:13])=[O:7]. (8) The reactants are [CH3:1][C:2]1([CH3:9])[CH2:7][CH2:6][C:5](=O)[CH2:4][CH2:3]1.[NH2:10][OH:11].Cl.C([O-])([O-])=O.[Na+].[Na+]. The catalyst is O.C(O)C. The product is [CH3:1][C:2]1([CH3:9])[CH2:7][CH2:6][C:5](=[N:10][OH:11])[CH2:4][CH2:3]1. The yield is 0.804.